This data is from Full USPTO retrosynthesis dataset with 1.9M reactions from patents (1976-2016). The task is: Predict the reactants needed to synthesize the given product. (1) Given the product [CH3:18][O:17][C:14]1[CH:15]=[C:16]2[C:11](/[C:9](=[N:29]/[NH:28][C:26](=[O:27])[CH2:25][N:19]3[CH2:24][CH2:23][O:22][CH2:21][CH2:20]3)/[C:7](=[O:8])[N:6]2[CH2:1][CH2:2][CH2:3][CH2:4][CH3:5])=[CH:12][CH:13]=1, predict the reactants needed to synthesize it. The reactants are: [CH2:1]([N:6]1[C:16]2[C:11](=[CH:12][CH:13]=[C:14]([O:17][CH3:18])[CH:15]=2)[C:9](=O)[C:7]1=[O:8])[CH2:2][CH2:3][CH2:4][CH3:5].[N:19]1([CH2:25][C:26]([NH:28][NH2:29])=[O:27])[CH2:24][CH2:23][O:22][CH2:21][CH2:20]1. (2) The reactants are: [C:1]([O-:11])(=[O:10])[CH:2]=[CH:3][C:4]1[CH:9]=[CH:8][CH:7]=[CH:6][CH:5]=1.[NH2:12][CH2:13][C:14]1[CH:42]=[CH:41][C:17]2[N:18]([CH2:36][CH2:37][CH:38]([CH3:40])[CH3:39])[C:19]([CH2:21][N:22]3[C:31]4[C:26](=[CH:27][CH:28]=[CH:29][CH:30]=4)[CH2:25][N:24]([CH:32]4[CH2:34][CH2:33]4)[C:23]3=[O:35])=[N:20][C:16]=2[CH:15]=1. Given the product [C:1]([OH:11])(=[O:10])[CH:2]=[CH:3][C:4]1[CH:5]=[CH:6][CH:7]=[CH:8][CH:9]=1.[NH2:12][CH2:13][C:14]1[CH:42]=[CH:41][C:17]2[N:18]([CH2:36][CH2:37][CH:38]([CH3:39])[CH3:40])[C:19]([CH2:21][N:22]3[C:31]4[C:26](=[CH:27][CH:28]=[CH:29][CH:30]=4)[CH2:25][N:24]([CH:32]4[CH2:33][CH2:34]4)[C:23]3=[O:35])=[N:20][C:16]=2[CH:15]=1, predict the reactants needed to synthesize it.